This data is from Forward reaction prediction with 1.9M reactions from USPTO patents (1976-2016). The task is: Predict the product of the given reaction. (1) Given the reactants [F:1][C:2]([F:32])([F:31])[O:3][C:4]1[CH:9]=[CH:8][C:7]([C:10]2[S:14][C:13]([C:15]([OH:17])=O)=[C:12]([NH:18][C:19]([NH:21][C:22]3[C:27]([CH3:28])=[CH:26][C:25]([CH3:29])=[CH:24][C:23]=3[CH3:30])=[O:20])[CH:11]=2)=[CH:6][CH:5]=1.CN(C(ON1N=NC2C=CC=NC1=2)=[N+](C)C)C.F[P-](F)(F)(F)(F)F.CCN(C(C)C)C(C)C.Cl.[NH2:67][C@@H:68]([CH:73]1[CH2:78][CH2:77][CH2:76][CH2:75][CH2:74]1)[C:69]([O:71][CH3:72])=[O:70], predict the reaction product. The product is: [CH:73]1([C@H:68]([NH:67][C:15]([C:13]2[S:14][C:10]([C:7]3[CH:6]=[CH:5][C:4]([O:3][C:2]([F:32])([F:31])[F:1])=[CH:9][CH:8]=3)=[CH:11][C:12]=2[NH:18][C:19]([NH:21][C:22]2[C:23]([CH3:30])=[CH:24][C:25]([CH3:29])=[CH:26][C:27]=2[CH3:28])=[O:20])=[O:17])[C:69]([O:71][CH3:72])=[O:70])[CH2:78][CH2:77][CH2:76][CH2:75][CH2:74]1. (2) Given the reactants Br[C:2]1[CH:3]=[CH:4][C:5]2[O:11][CH2:10][CH2:9][N:8]3[C:12]([CH:18]4[CH2:20][CH2:19]4)=[C:13]([C:15]([NH2:17])=[O:16])[N:14]=[C:7]3[C:6]=2[CH:21]=1.[CH3:22][C:23]1[O:27][N:26]=[C:25]([C@:28]([OH:32])([C:30]#[CH:31])[CH3:29])[CH:24]=1, predict the reaction product. The product is: [CH:18]1([C:12]2[N:8]3[CH2:9][CH2:10][O:11][C:5]4[CH:4]=[CH:3][C:2]([C:31]#[C:30][C@@:28]([OH:32])([C:25]5[CH:24]=[C:23]([CH3:22])[O:27][N:26]=5)[CH3:29])=[CH:21][C:6]=4[C:7]3=[N:14][C:13]=2[C:15]([NH2:17])=[O:16])[CH2:20][CH2:19]1. (3) Given the reactants [OH:1][CH2:2][C@@H:3]1[CH2:9][NH:8][C:7]2[CH:10]=[CH:11][CH:12]=[CH:13][C:6]=2[CH2:5][N:4]1[C:14]([O:16][C:17]([CH3:20])([CH3:19])[CH3:18])=[O:15].[H-].[Na+].[CH2:23](Br)[C:24]1[CH:29]=[CH:28][CH:27]=[CH:26][CH:25]=1, predict the reaction product. The product is: [CH2:23]([O:1][CH2:2][C@@H:3]1[CH2:9][NH:8][C:7]2[CH:10]=[CH:11][CH:12]=[CH:13][C:6]=2[CH2:5][N:4]1[C:14]([O:16][C:17]([CH3:20])([CH3:19])[CH3:18])=[O:15])[C:24]1[CH:29]=[CH:28][CH:27]=[CH:26][CH:25]=1. (4) Given the reactants [NH2:1][CH2:2][CH2:3][OH:4].C(N(CC)CC)C.[C:12](O[C:12]([O:14][C:15]([CH3:18])([CH3:17])[CH3:16])=[O:13])([O:14][C:15]([CH3:18])([CH3:17])[CH3:16])=[O:13], predict the reaction product. The product is: [C:15]([O:14][C:12](=[O:13])[NH:1][CH2:2][CH2:3][OH:4])([CH3:18])([CH3:17])[CH3:16]. (5) The product is: [O:1]=[C:2]([CH2:13][CH2:14][CH2:15][CH2:16][CH2:17][CH3:18])/[C:3](/[NH:6][C:7](=[O:12])[O:8][CH2:9][CH:10]=[CH2:11])=[CH:4]/[CH3:5]. Given the reactants [O:1]=[C:2]([CH2:13][CH2:14][CH2:15][CH2:16][CH2:17][CH2:18]CCC)/[C:3](/[NH:6][C:7](=[O:12])[O:8][CH2:9][CH:10]=[CH2:11])=[CH:4]/[CH3:5].CON(C)C(=O)/C(/NC(=O)OCC=C)=C/C, predict the reaction product. (6) Given the reactants [O:1]=[S:2]1(=[O:34])[C:6]2[CH:7]=[CH:8][CH:9]=[CH:10][C:5]=2[N:4]([C:11](=[O:33])[C:12]2[CH:17]=[C:16]([C:18]([F:21])([F:20])[F:19])[C:15]([O:22]C)=[C:14]([C:24]([N:26]3[CH2:30][CH2:29][S:28](=[O:32])(=[O:31])[CH2:27]3)=[O:25])[CH:13]=2)[CH2:3]1.[Cl-].[Li+].Cl, predict the reaction product. The product is: [O:34]=[S:2]1(=[O:1])[C:6]2[CH:7]=[CH:8][CH:9]=[CH:10][C:5]=2[N:4]([C:11](=[O:33])[C:12]2[CH:17]=[C:16]([C:18]([F:19])([F:20])[F:21])[C:15]([OH:22])=[C:14]([C:24]([N:26]3[CH2:30][CH2:29][S:28](=[O:32])(=[O:31])[CH2:27]3)=[O:25])[CH:13]=2)[CH2:3]1. (7) Given the reactants [CH3:1][C:2]1[CH:15]=[C:14]([N+:16]([O-:18])=[O:17])[CH:13]=[CH:12][C:3]=1[O:4][C:5]1[CH:6]=[C:7]([OH:11])[CH:8]=[CH:9][CH:10]=1.Br[CH2:20][CH:21]1[CH2:23][CH2:22]1.C(=O)([O-])[O-].[K+].[K+], predict the reaction product. The product is: [CH:21]1([CH2:20][O:11][C:7]2[CH:6]=[C:5]([CH:10]=[CH:9][CH:8]=2)[O:4][C:3]2[CH:12]=[CH:13][C:14]([N+:16]([O-:18])=[O:17])=[CH:15][C:2]=2[CH3:1])[CH2:23][CH2:22]1. (8) Given the reactants Cl[C:2]1[C:3]2[CH:10]=[C:9]([CH2:11][CH3:12])[S:8][C:4]=2[N:5]=[CH:6][N:7]=1.[NH2:13][C:14]1[S:15][C:16]([CH3:19])=[N:17][N:18]=1.C(=O)([O-])[O-].[Na+].[Na+].C(=O)([O-])[O-].[Cs+].[Cs+], predict the reaction product. The product is: [CH2:11]([C:9]1[S:8][C:4]2[N:5]=[CH:6][N:7]=[C:2]([NH:13][C:14]3[S:15][C:16]([CH3:19])=[N:17][N:18]=3)[C:3]=2[CH:10]=1)[CH3:12]. (9) Given the reactants FC(F)(F)C([O-])=O.[Br:8][C:9]1[CH:10]=[C:11]([F:20])[C:12]([CH2:15][C:16]([O:18]C)=[O:17])=[NH+:13][CH:14]=1.[OH-].[Na+], predict the reaction product. The product is: [Br:8][C:9]1[CH:10]=[C:11]([F:20])[C:12]([CH2:15][C:16]([OH:18])=[O:17])=[N:13][CH:14]=1. (10) Given the reactants [Br:1][C:2]1[CH:3]=[C:4]2[C:8](=[CH:9][CH:10]=1)[NH:7][C:6](=[O:11])[CH2:5]2.[N:12]1[CH:17]=[CH:16][C:15]([CH2:18][NH:19][C:20]([C:22]2[C:26]([CH3:27])=[C:25]([CH:28]=O)[NH:24][C:23]=2[CH3:30])=[O:21])=[CH:14][CH:13]=1, predict the reaction product. The product is: [N:12]1[CH:13]=[CH:14][C:15]([CH2:18][NH:19][C:20]([C:22]2[C:26]([CH3:27])=[C:25]([CH:28]=[C:5]3[C:4]4[C:8](=[CH:9][CH:10]=[C:2]([Br:1])[CH:3]=4)[NH:7][C:6]3=[O:11])[NH:24][C:23]=2[CH3:30])=[O:21])=[CH:16][CH:17]=1.